Dataset: Forward reaction prediction with 1.9M reactions from USPTO patents (1976-2016). Task: Predict the product of the given reaction. (1) Given the reactants [CH3:1][C:2]([CH3:15])([C:9]1[CH:14]=[CH:13][CH:12]=[CH:11][CH:10]=1)[C@@H:3]([C:5](OC)=[O:6])[NH2:4].[H-].[Al+3].[Li+].[H-].[H-].[H-], predict the reaction product. The product is: [NH2:4][CH:3]([C:2]([CH3:15])([C:9]1[CH:14]=[CH:13][CH:12]=[CH:11][CH:10]=1)[CH3:1])[CH2:5][OH:6]. (2) Given the reactants [C:1]([O:5][C:6]([NH:8][CH2:9][C:10]1[O:11][CH:12]=[C:13]([C:15]([OH:17])=[O:16])[N:14]=1)=[O:7])([CH3:4])([CH3:3])[CH3:2].I[CH3:19].[H-].[Na+], predict the reaction product. The product is: [C:1]([O:5][C:6]([N:8]([CH2:9][C:10]1[O:11][CH:12]=[C:13]([C:15]([OH:17])=[O:16])[N:14]=1)[CH3:19])=[O:7])([CH3:4])([CH3:2])[CH3:3]. (3) Given the reactants CS(Cl)(=O)=O.[OH:6][CH2:7][CH2:8][CH2:9][N:10]1[CH2:14][CH2:13][CH2:12][C:11]1=[O:15].O[C:17]1[CH:22]=[C:21]([CH3:23])[C:20]([C:24]2[CH:29]=[CH:28][CH:27]=[C:26]([CH2:30][O:31][C:32]3[CH:39]=[CH:38][C:35]([CH:36]=[O:37])=[CH:34][CH:33]=3)[CH:25]=2)=[C:19]([CH3:40])[CH:18]=1.C(=O)([O-])[O-].[Cs+].[Cs+], predict the reaction product. The product is: [CH3:23][C:21]1[CH:22]=[C:17]([O:6][CH2:7][CH2:8][CH2:9][N:10]2[CH2:14][CH2:13][CH2:12][C:11]2=[O:15])[CH:18]=[C:19]([CH3:40])[C:20]=1[C:24]1[CH:29]=[CH:28][CH:27]=[C:26]([CH2:30][O:31][C:32]2[CH:33]=[CH:34][C:35]([CH:36]=[O:37])=[CH:38][CH:39]=2)[CH:25]=1. (4) Given the reactants [F:1][C:2]([F:11])([F:10])[C:3]1[CH:7]=[CH:6][N:5]([CH2:8]O)[N:4]=1.S(Cl)([Cl:14])=O, predict the reaction product. The product is: [Cl:14][CH2:8][N:5]1[CH:6]=[CH:7][C:3]([C:2]([F:11])([F:10])[F:1])=[N:4]1. (5) Given the reactants [CH3:1][C:2]1[C:14]2[NH:13][C:12]3[C:7](=[CH:8][CH:9]=[C:10]([OH:15])[CH:11]=3)[C:6]=2[CH:5]=[CH:4][N:3]=1.Br[CH2:17][CH:18]1[CH2:23][CH2:22][CH2:21][CH2:20][CH2:19]1, predict the reaction product. The product is: [CH3:1][C:2]1[C:14]2[N:13]([CH2:17][CH:18]3[CH2:23][CH2:22][CH2:21][CH2:20][CH2:19]3)[C:12]3[C:7](=[CH:8][CH:9]=[C:10]([O:15][CH2:6][CH:7]4[CH2:12][CH2:11][CH2:10][CH2:9][CH2:8]4)[CH:11]=3)[C:6]=2[CH:5]=[CH:4][N:3]=1.